From a dataset of Peptide-MHC class I binding affinity with 185,985 pairs from IEDB/IMGT. Regression. Given a peptide amino acid sequence and an MHC pseudo amino acid sequence, predict their binding affinity value. This is MHC class I binding data. (1) The binding affinity (normalized) is 0.0847. The peptide sequence is SFVTDLEKY. The MHC is HLA-A02:12 with pseudo-sequence HLA-A02:12. (2) The peptide sequence is ILQKTERGV. The MHC is HLA-A02:01 with pseudo-sequence HLA-A02:01. The binding affinity (normalized) is 0.162. (3) The peptide sequence is GLAHAAAAV. The MHC is HLA-A02:01 with pseudo-sequence HLA-A02:01. The binding affinity (normalized) is 0.420. (4) The peptide sequence is SPGDNSAKF. The MHC is HLA-A69:01 with pseudo-sequence HLA-A69:01. The binding affinity (normalized) is 0.0847.